The task is: Regression. Given a peptide amino acid sequence and an MHC pseudo amino acid sequence, predict their binding affinity value. This is MHC class I binding data.. This data is from Peptide-MHC class I binding affinity with 185,985 pairs from IEDB/IMGT. The peptide sequence is TVNVILRPK. The MHC is HLA-B44:02 with pseudo-sequence HLA-B44:02. The binding affinity (normalized) is 0.0847.